This data is from Experimentally validated miRNA-target interactions with 360,000+ pairs, plus equal number of negative samples. The task is: Binary Classification. Given a miRNA mature sequence and a target amino acid sequence, predict their likelihood of interaction. (1) The miRNA is hsa-miR-519d-5p with sequence CCUCCAAAGGGAAGCGCUUUCUGUU. The protein sequence of the target gene is MEKSWMLWSFIERWLLALASWSWALCRISLLPLIVTFHLYGGIVLLLLIFVSIAGILYKFQDVLLYFPEQPSSSRLYVPMPTGIPHENIFIRTKDGVRLNLILVRYTGDNSPYCPTIIYFHGNAGNIGHRLPNALLMLVNLRVNLVLVDYRGYGKSEGEASEEGLYLDSEAVLDYVMTRPDLDKTKVFLFGRSLGGAVAIHLASENSHRISAIMVENTFLSIPHMASTLFSFFPMRYLPLWCYKNKFLSYRKISQCRMPSLFISGLSDQLIPPVMMKQLYELSPSRTKRLAIFPDGTHND.... Result: 0 (no interaction). (2) Result: 0 (no interaction). The miRNA is hsa-miR-518c-5p with sequence UCUCUGGAGGGAAGCACUUUCUG. The protein sequence of the target gene is MAVAVAAAGVLMGSEPGPAEELAKLEYLSLVSKVCTELDNHLGINDKDLAEFVISLAEKNTTFDTFKASLVKNGAEFTDSLISNLLRLIQTMRPPAKPSTSKDPVVKPKTEKEKLRELFPVLCQPDNPSARTMLDEEDVKVAVDVLKELEALMPSAAGQEKQRDPEHRDRTKKKKRSRSRDRDRDRDRDRDRDRDRDRDRDKDRERDRDRERDRERDRERDHKRRHRSRSRSHSRTRERTKGKSRYRSRSRSQSPFKDRKDREKYGERNLDRWRDKHVDRPPPEEPAIGDIYNGKVTSIM....